This data is from Full USPTO retrosynthesis dataset with 1.9M reactions from patents (1976-2016). The task is: Predict the reactants needed to synthesize the given product. (1) Given the product [NH:14]1[CH:18]=[C:17]([C:2]2[CH:9]=[CH:8][C:7]([C:10]([F:13])([F:12])[F:11])=[CH:6][C:3]=2[CH:4]=[O:5])[CH:16]=[N:15]1, predict the reactants needed to synthesize it. The reactants are: Br[C:2]1[CH:9]=[CH:8][C:7]([C:10]([F:13])([F:12])[F:11])=[CH:6][C:3]=1[CH:4]=[O:5].[NH:14]1[CH:18]=[C:17](B(O)O)[CH:16]=[N:15]1. (2) Given the product [CH:27]([N:24]1[CH2:23][CH2:22][N:21]([C:18]2[CH:17]=[CH:16][C:15]([C:12]3[N:11]=[C:10]([C:7]4[CH:6]=[CH:5][C:4]([CH2:3][N:30]5[CH2:35][CH2:34][CH2:33][CH2:32][CH2:31]5)=[CH:9][CH:8]=4)[O:14][N:13]=3)=[CH:20][N:19]=2)[CH2:26][CH2:25]1)([CH3:29])[CH3:28], predict the reactants needed to synthesize it. The reactants are: Cl.Cl[CH2:3][C:4]1[CH:9]=[CH:8][C:7]([C:10]2[O:14][N:13]=[C:12]([C:15]3[CH:16]=[CH:17][C:18]([N:21]4[CH2:26][CH2:25][N:24]([CH:27]([CH3:29])[CH3:28])[CH2:23][CH2:22]4)=[N:19][CH:20]=3)[N:11]=2)=[CH:6][CH:5]=1.[NH:30]1[CH2:35][CH2:34][CH2:33][CH2:32][CH2:31]1.